Dataset: Forward reaction prediction with 1.9M reactions from USPTO patents (1976-2016). Task: Predict the product of the given reaction. (1) Given the reactants [CH3:1][C:2]1[S:6][C:5]([C:7]2[CH:12]=[CH:11][CH:10]=[CH:9][CH:8]=2)=[N:4][C:3]=1[CH2:13][NH:14][C@H:15]1[CH2:20][CH2:19][C@H:18]([C:21]2[CH:30]=[CH:29][C:24]3[NH:25][C:26](=[O:28])[O:27][C:23]=3[CH:22]=2)[CH2:17][CH2:16]1.[OH-].[Na+].[BH-](OC(C)=O)(OC(C)=O)O[C:35](C)=O.[Na+], predict the reaction product. The product is: [CH3:35][N:14]([CH2:13][C:3]1[N:4]=[C:5]([C:7]2[CH:8]=[CH:9][CH:10]=[CH:11][CH:12]=2)[S:6][C:2]=1[CH3:1])[C@H:15]1[CH2:20][CH2:19][C@H:18]([C:21]2[CH:30]=[CH:29][C:24]3[NH:25][C:26](=[O:28])[O:27][C:23]=3[CH:22]=2)[CH2:17][CH2:16]1. (2) Given the reactants [O:1]([C:8]1[CH:16]=[CH:15][CH:14]=[CH:13][C:9]=1[C:10](O)=[O:11])[C:2]1[CH:7]=[CH:6][CH:5]=[CH:4][CH:3]=1.[H-].[Al+3].[Li+].[H-].[H-].[H-].O, predict the reaction product. The product is: [O:1]([C:8]1[CH:16]=[CH:15][CH:14]=[CH:13][C:9]=1[CH2:10][OH:11])[C:2]1[CH:3]=[CH:4][CH:5]=[CH:6][CH:7]=1. (3) Given the reactants [CH3:1][C:2]1[NH:23][C:5]2=[C:6]([C:20]([NH2:22])=[O:21])[N:7]=[CH:8][C:9]([C:10]3[CH:19]=[CH:18][CH:17]=[C:16]4[C:11]=3[CH2:12][CH2:13][NH:14][CH2:15]4)=[C:4]2[C:3]=1[CH3:24].CCN(C(C)C)C(C)C.[C:34](Cl)(=[O:37])[CH:35]=[CH2:36], predict the reaction product. The product is: [C:34]([N:14]1[CH2:13][CH2:12][C:11]2[C:16](=[CH:17][CH:18]=[CH:19][C:10]=2[C:9]2[CH:8]=[N:7][C:6]([C:20]([NH2:22])=[O:21])=[C:5]3[NH:23][C:2]([CH3:1])=[C:3]([CH3:24])[C:4]=23)[CH2:15]1)(=[O:37])[CH:35]=[CH2:36]. (4) Given the reactants [CH2:1]([O:3][C:4]([C@H:6]1[CH2:8][C@@H:7]1[C:9]1[CH:14]=[CH:13][C:12]([O:15][C@H:16]2[C:24]3[C:19](=[C:20]([OH:26])[CH:21]=[CH:22][C:23]=3[F:25])[CH2:18][CH2:17]2)=[CH:11][CH:10]=1)=[O:5])[CH3:2].[CH2:27]([O:34][C:35]1[CH:40]=[CH:39][C:38](B(O)O)=[CH:37][C:36]=1[F:44])[C:28]1[CH:33]=[CH:32][CH:31]=[CH:30][CH:29]=1.C(OC([C@H]1C[C@@H]1C1C=CC(O[C@H]2C3C(=C(OC4C=CC(OCC5C=CC=CC=5)=CC=4)C=CC=3F)CC2)=CC=1)=O)C, predict the reaction product. The product is: [CH2:1]([O:3][C:4]([C@H:6]1[CH2:8][C@@H:7]1[C:9]1[CH:10]=[CH:11][C:12]([O:15][C@H:16]2[C:24]3[C:19](=[C:20]([O:26][C:38]4[CH:39]=[CH:40][C:35]([O:34][CH2:27][C:28]5[CH:29]=[CH:30][CH:31]=[CH:32][CH:33]=5)=[C:36]([F:44])[CH:37]=4)[CH:21]=[CH:22][C:23]=3[F:25])[CH2:18][CH2:17]2)=[CH:13][CH:14]=1)=[O:5])[CH3:2]. (5) Given the reactants [CH3:1][O:2][C:3]1[CH:10]=[CH:9][C:6]([CH2:7]Cl)=[CH:5][CH:4]=1.[C:11]([C:13]1[CH:14]=[C:15]([CH:26]=[CH:27][CH:28]=1)[C:16]([NH:18][C:19]1[CH:24]=[CH:23][CH:22]=[CH:21][C:20]=1[OH:25])=[O:17])#[N:12].C([O-])([O-])=O.[K+].[K+].CN(C=O)C, predict the reaction product. The product is: [C:11]([C:13]1[CH:14]=[C:15]([CH:26]=[CH:27][CH:28]=1)[C:16]([NH:18][C:19]1[CH:24]=[CH:23][CH:22]=[CH:21][C:20]=1[O:25][CH2:7][C:6]1[CH:9]=[CH:10][C:3]([O:2][CH3:1])=[CH:4][CH:5]=1)=[O:17])#[N:12]. (6) Given the reactants [CH2:1]([C:8]1[S:12][C:11]([NH2:13])=[N:10][C:9]=1[C:14]1[CH:19]=[CH:18][C:17]([O:20][CH3:21])=[CH:16][CH:15]=1)[C:2]1[CH:7]=[CH:6][CH:5]=[CH:4][CH:3]=1.C(N(CC)CC)C.[F:29][C:30]1[CH:38]=[CH:37][C:33]([C:34](Cl)=[O:35])=[CH:32][CH:31]=1, predict the reaction product. The product is: [CH2:1]([C:8]1[S:12][C:11]([NH:13][C:34](=[O:35])[C:33]2[CH:37]=[CH:38][C:30]([F:29])=[CH:31][CH:32]=2)=[N:10][C:9]=1[C:14]1[CH:15]=[CH:16][C:17]([O:20][CH3:21])=[CH:18][CH:19]=1)[C:2]1[CH:3]=[CH:4][CH:5]=[CH:6][CH:7]=1. (7) Given the reactants Br[CH:2]=[C:3]1[C:9]2[CH:10]=[CH:11][CH:12]=[CH:13][C:8]=2[CH2:7][O:6][C:5]2[C:14]([O:18][CH3:19])=[CH:15][CH:16]=[CH:17][C:4]1=2.[N+:20]([C:23]1[CH:24]=[C:25](B(O)O)[CH:26]=[CH:27][CH:28]=1)([O-:22])=[O:21], predict the reaction product. The product is: [CH3:19][O:18][C:14]1[C:5]2[O:6][CH2:7][C:8]3[CH:13]=[CH:12][CH:11]=[CH:10][C:9]=3/[C:3](=[CH:2]\[C:27]3[CH:26]=[CH:25][CH:24]=[C:23]([N+:20]([O-:22])=[O:21])[CH:28]=3)/[C:4]=2[CH:17]=[CH:16][CH:15]=1. (8) Given the reactants [Cl:1][C:2]1[CH:17]=[CH:16][C:5]([CH2:6][NH:7][C:8](=[O:15])[NH:9][O:10][CH2:11][C:12]([OH:14])=O)=[CH:4][CH:3]=1.[NH2:18][C@@H:19]([CH2:43][C:44]([NH:46][C:47]([C:60]1[CH:65]=[CH:64][CH:63]=[CH:62][CH:61]=1)([C:54]1[CH:59]=[CH:58][CH:57]=[CH:56][CH:55]=1)[C:48]1[CH:53]=[CH:52][CH:51]=[CH:50][CH:49]=1)=[O:45])[C:20]([N:22]([C@@H:34]([CH3:42])[CH:35]([O:39][CH2:40][CH3:41])[O:36][CH2:37][CH3:38])[CH2:23][C:24]1[C:33]2[C:28](=[CH:29][CH:30]=[CH:31][CH:32]=2)[CH:27]=[CH:26][CH:25]=1)=[O:21], predict the reaction product. The product is: [Cl:1][C:2]1[CH:3]=[CH:4][C:5]([CH2:6][NH:7][C:8]([NH:9][O:10][CH2:11][C:12]([NH:18][C@@H:19]([CH2:43][C:44](=[O:45])[NH:46][C:47]([C:48]2[CH:49]=[CH:50][CH:51]=[CH:52][CH:53]=2)([C:54]2[CH:55]=[CH:56][CH:57]=[CH:58][CH:59]=2)[C:60]2[CH:61]=[CH:62][CH:63]=[CH:64][CH:65]=2)[C:20]([N:22]([C@@H:34]([CH3:42])[CH:35]([O:36][CH2:37][CH3:38])[O:39][CH2:40][CH3:41])[CH2:23][C:24]2[C:33]3[C:28](=[CH:29][CH:30]=[CH:31][CH:32]=3)[CH:27]=[CH:26][CH:25]=2)=[O:21])=[O:14])=[O:15])=[CH:16][CH:17]=1.